From a dataset of Full USPTO retrosynthesis dataset with 1.9M reactions from patents (1976-2016). Predict the reactants needed to synthesize the given product. (1) Given the product [Cl:1][C:2]1[CH:9]=[C:8]([N:10]([CH2:16][CH:17]2[CH2:22][CH2:21][CH2:20][CH2:19][CH2:18]2)[C@H:11]2[CH2:15][CH2:14][N:13]([S:26]([CH2:25][C:24]([F:31])([F:30])[F:23])(=[O:28])=[O:27])[CH2:12]2)[CH:7]=[CH:6][C:3]=1[C:4]#[N:5], predict the reactants needed to synthesize it. The reactants are: [Cl:1][C:2]1[CH:9]=[C:8]([N:10]([CH2:16][CH:17]2[CH2:22][CH2:21][CH2:20][CH2:19][CH2:18]2)[C@H:11]2[CH2:15][CH2:14][NH:13][CH2:12]2)[CH:7]=[CH:6][C:3]=1[C:4]#[N:5].[F:23][C:24]([F:31])([F:30])[CH2:25][S:26](Cl)(=[O:28])=[O:27]. (2) Given the product [CH:1]1([C:4]2[CH:9]=[C:8]([OH:10])[CH:7]=[CH:6][C:5]=2[C:18]2[CH:23]=[CH:22][CH:21]=[C:20]([N:24]3[C:25]([CH3:30])=[CH:26][CH:27]=[C:28]3[CH3:29])[N:19]=2)[CH2:3][CH2:2]1, predict the reactants needed to synthesize it. The reactants are: [CH:1]1([C:4]2[CH:9]=[C:8]([O:10]CC3C=CC=CC=3)[CH:7]=[CH:6][C:5]=2[C:18]2[CH:23]=[CH:22][CH:21]=[C:20]([N:24]3[C:28]([CH3:29])=[CH:27][CH:26]=[C:25]3[CH3:30])[N:19]=2)[CH2:3][CH2:2]1.C([O-])=O.[NH4+]. (3) Given the product [C:12]([N:8]1[C:9]2[C:4](=[CH:3][C:2]([C:40]3[CH2:45][CH2:44][N:43]([C:46]([O:48][C:49]([CH3:52])([CH3:51])[CH3:50])=[O:47])[CH2:42][CH:41]=3)=[CH:11][CH:10]=2)[C@H:5]([NH:19][C:20]2[N:25]=[CH:24][CH:23]=[CH:22][N:21]=2)[C@@H:6]([CH3:18])[C@@H:7]1[CH:15]1[CH2:17][CH2:16]1)(=[O:14])[CH3:13], predict the reactants needed to synthesize it. The reactants are: Br[C:2]1[CH:3]=[C:4]2[C:9](=[CH:10][CH:11]=1)[N:8]([C:12](=[O:14])[CH3:13])[C@@H:7]([CH:15]1[CH2:17][CH2:16]1)[C@H:6]([CH3:18])[C@H:5]2[NH:19][C:20]1[N:25]=[CH:24][CH:23]=[CH:22][N:21]=1.C(=O)([O-])[O-].[Cs+].[Cs+].CC1(C)C(C)(C)OB([C:40]2[CH2:45][CH2:44][N:43]([C:46]([O:48][C:49]([CH3:52])([CH3:51])[CH3:50])=[O:47])[CH2:42][CH:41]=2)O1. (4) Given the product [C:23]([C:27]1[CH:28]=[CH:29][C:30]([C:31]([NH:1][C:2]2[CH:3]=[CH:4][C:5]([C:8]3[O:12][C:11]([CH:13]4[CH2:14][CH2:15][CH:16]([C:19]([O:21][CH3:22])=[O:20])[CH2:17][CH2:18]4)=[N:10][CH:9]=3)=[CH:6][CH:7]=2)=[O:32])=[CH:34][CH:35]=1)([CH3:26])([CH3:24])[CH3:25], predict the reactants needed to synthesize it. The reactants are: [NH2:1][C:2]1[CH:7]=[CH:6][C:5]([C:8]2[O:12][C:11]([CH:13]3[CH2:18][CH2:17][CH:16]([C:19]([O:21][CH3:22])=[O:20])[CH2:15][CH2:14]3)=[N:10][CH:9]=2)=[CH:4][CH:3]=1.[C:23]([C:27]1[CH:35]=[CH:34][C:30]([C:31](Cl)=[O:32])=[CH:29][CH:28]=1)([CH3:26])([CH3:25])[CH3:24]. (5) Given the product [F:1][C:2]1[CH:3]=[C:4]([NH:10][C:11]2[N:19]=[CH:18][CH:17]=[CH:16][C:12]=2[C:13]([NH:21][C:22]([CH3:27])([CH2:25][CH3:26])[C:23]#[CH:24])=[O:15])[CH:5]=[C:6]([O:8][CH3:9])[CH:7]=1, predict the reactants needed to synthesize it. The reactants are: [F:1][C:2]1[CH:3]=[C:4]([NH:10][C:11]2[N:19]=[CH:18][CH:17]=[CH:16][C:12]=2[C:13]([OH:15])=O)[CH:5]=[C:6]([O:8][CH3:9])[CH:7]=1.Cl.[NH2:21][C:22]([CH3:27])([CH2:25][CH3:26])[C:23]#[CH:24].C1C=CC2N(O)N=NC=2C=1.CCN=C=NCCCN(C)C.CCN(C(C)C)C(C)C. (6) Given the product [Br:16][C:17]1[CH:22]=[CH:21][C:20]([C:23]2([CH3:1])[CH2:25][CH2:24]2)=[CH:19][CH:18]=1, predict the reactants needed to synthesize it. The reactants are: [CH2:1]([Zn]CC)C.FC(F)(F)C(O)=O.C(I)I.[Br:16][C:17]1[CH:22]=[CH:21][C:20]([C:23]([CH3:25])=[CH2:24])=[CH:19][CH:18]=1. (7) Given the product [CH:16]1([C:22]([C:13]2[S:12][C:11]([C:3]3[C:2]([CH3:1])=[C:6]([C:7]([F:8])([F:10])[F:9])[O:5][N:4]=3)=[CH:15][CH:14]=2)=[O:23])[CH2:21][CH2:20][CH2:19][CH2:18][CH2:17]1, predict the reactants needed to synthesize it. The reactants are: [CH3:1][C:2]1[C:3]([C:11]2[S:12][CH:13]=[CH:14][CH:15]=2)=[N:4][O:5][C:6]=1[C:7]([F:10])([F:9])[F:8].[CH:16]1([C:22](Cl)=[O:23])[CH2:21][CH2:20][CH2:19][CH2:18][CH2:17]1.